Dataset: Catalyst prediction with 721,799 reactions and 888 catalyst types from USPTO. Task: Predict which catalyst facilitates the given reaction. (1) Reactant: [C:1]([O:5][C:6](=[O:19])[NH:7][C:8]1[CH:13]=[C:12](Cl)[C:11]([F:15])=[CH:10][C:9]=1[N+:16]([O-:18])=[O:17])([CH3:4])([CH3:3])[CH3:2].[NH:20]1[CH2:24][CH2:23][CH2:22][CH2:21]1. Product: [C:1]([O:5][C:6](=[O:19])[NH:7][C:8]1[CH:13]=[C:12]([N:20]2[CH2:24][CH2:23][CH2:22][CH2:21]2)[C:11]([F:15])=[CH:10][C:9]=1[N+:16]([O-:18])=[O:17])([CH3:4])([CH3:3])[CH3:2]. The catalyst class is: 16. (2) Reactant: [CH3:1][O:2][C:3]1[C:4]([O:27][CH3:28])=[CH:5][C:6]2[C:7]3[C:15]([C:16]4[CH:23]=[CH:22][C:19]([C:20]#[N:21])=[C:18]([CH2:24][OH:25])[CH:17]=4)=[N:14][N:13]([CH3:26])[C:8]=3[CH:9]=[N:10][C:11]=2[CH:12]=1.[CH3:29]I.[H-].[Na+].O. Product: [CH3:1][O:2][C:3]1[C:4]([O:27][CH3:28])=[CH:5][C:6]2[C:7]3[C:15]([C:16]4[CH:23]=[CH:22][C:19]([C:20]#[N:21])=[C:18]([CH2:24][O:25][CH3:29])[CH:17]=4)=[N:14][N:13]([CH3:26])[C:8]=3[CH:9]=[N:10][C:11]=2[CH:12]=1. The catalyst class is: 9. (3) Reactant: [CH:1](OCC)(OCC)OCC.[F:11][C:12]1[CH:17]=[CH:16][C:15]([NH:18][C:19](=[O:33])[C:20]2[CH:25]=[C:24]([N:26]3[CH2:31][CH2:30][O:29][CH2:28][CH2:27]3)[CH:23]=[C:22]([F:32])[CH:21]=2)=[CH:14][C:13]=1[NH:34][C:35](=[O:50])[C:36]1[CH:41]=[C:40]([N:42]2[CH2:47][CH2:46][N:45]([CH3:48])[CH2:44][CH2:43]2)[CH:39]=[CH:38][C:37]=1[NH2:49].C(O)(=O)C. Product: [F:11][C:12]1[CH:17]=[CH:16][C:15]([NH:18][C:19](=[O:33])[C:20]2[CH:25]=[C:24]([N:26]3[CH2:27][CH2:28][O:29][CH2:30][CH2:31]3)[CH:23]=[C:22]([F:32])[CH:21]=2)=[CH:14][C:13]=1[N:34]1[C:35](=[O:50])[C:36]2[C:37](=[CH:38][CH:39]=[C:40]([N:42]3[CH2:43][CH2:44][N:45]([CH3:48])[CH2:46][CH2:47]3)[CH:41]=2)[N:49]=[CH:1]1. The catalyst class is: 8. (4) Reactant: [CH3:1][C:2]1[C:7]([O:8][C:9]2[CH:14]=[CH:13][N:12]=[C:11]([C:15]3[CH:16]=[N:17][N:18]([CH3:20])[CH:19]=3)[CH:10]=2)=[C:6]([CH3:21])[N:5]=[C:4]([NH:22]C(=O)C)[CH:3]=1.Cl. Product: [CH3:1][C:2]1[C:7]([O:8][C:9]2[CH:14]=[CH:13][N:12]=[C:11]([C:15]3[CH:16]=[N:17][N:18]([CH3:20])[CH:19]=3)[CH:10]=2)=[C:6]([CH3:21])[N:5]=[C:4]([NH2:22])[CH:3]=1. The catalyst class is: 1. (5) Reactant: [N-:1]=[N+:2]=[N-:3].[Na+].Br[CH2:6][CH2:7][C:8]1[C:16]2[C:11](=[CH:12][CH:13]=[CH:14][CH:15]=2)[NH:10][CH:9]=1.[CH3:17][O:18][C:19](=[O:22])[C:20]#[CH:21]. Product: [NH:10]1[C:11]2[C:16](=[CH:15][CH:14]=[CH:13][CH:12]=2)[C:8]([CH2:7][CH2:6][N:1]2[CH:21]=[C:20]([C:19]([O:18][CH3:17])=[O:22])[N:3]=[N:2]2)=[CH:9]1. The catalyst class is: 80. (6) Reactant: [CH3:1][C:2]([C:6]1[CH:11]=[CH:10][C:9]([N:12]2[C:24]3[C:23]4[CH:22]=[C:21]([C:25]5[CH:26]=[N:27][C:28]6[C:33]([CH:34]=5)=[CH:32][CH:31]=[CH:30][CH:29]=6)[CH:20]=[CH:19][C:18]=4[N:17]=[CH:16][C:15]=3[N:14]([CH3:35])[C:13]2=O)=[CH:8][CH:7]=1)([CH3:5])[C:3]#[N:4].COC1C=CC(P2(SP(C3C=CC(OC)=CC=3)(=S)S2)=[S:46])=CC=1. Product: [CH3:1][C:2]([C:6]1[CH:11]=[CH:10][C:9]([N:12]2[C:24]3[C:23]4[CH:22]=[C:21]([C:25]5[CH:26]=[N:27][C:28]6[C:33]([CH:34]=5)=[CH:32][CH:31]=[CH:30][CH:29]=6)[CH:20]=[CH:19][C:18]=4[N:17]=[CH:16][C:15]=3[N:14]([CH3:35])[C:13]2=[S:46])=[CH:8][CH:7]=1)([CH3:5])[C:3]#[N:4]. The catalyst class is: 12.